The task is: Predict the product of the given reaction.. This data is from Forward reaction prediction with 1.9M reactions from USPTO patents (1976-2016). (1) Given the reactants Cl[C:2]1[N:7]=[C:6]([C:8]2[C:9]([Cl:14])=[N:10][CH:11]=[CH:12][CH:13]=2)[CH:5]=[CH:4][N:3]=1.C(=O)([O-])[O-].[K+].[K+].CS(C)=O.[O:25]1[CH2:30][CH2:29][N:28]([CH2:31][CH2:32][CH2:33][NH2:34])[CH2:27][CH2:26]1, predict the reaction product. The product is: [Cl:14][C:9]1[C:8]([C:6]2[CH:5]=[CH:4][N:3]=[C:2]([NH:34][CH2:33][CH2:32][CH2:31][N:28]3[CH2:29][CH2:30][O:25][CH2:26][CH2:27]3)[N:7]=2)=[CH:13][CH:12]=[CH:11][N:10]=1. (2) The product is: [C:25]12([NH:22][C:23]3[O:19][C:18]([C:16]4[CH:15]=[CH:14][C:12]5[N:13]=[C:9]([C:3]6[C:4]([Cl:8])=[CH:5][CH:6]=[CH:7][C:2]=6[Cl:1])[NH:10][C:11]=5[CH:17]=4)=[N:20][N:21]=3)[CH2:32][CH:31]3[CH2:30][CH:29]([CH2:28][CH:27]([CH2:33]3)[CH2:26]1)[CH2:34]2. Given the reactants [Cl:1][C:2]1[CH:7]=[CH:6][CH:5]=[C:4]([Cl:8])[C:3]=1[C:9]1[NH:10][C:11]2[CH:17]=[C:16]([C:18]([NH:20][NH2:21])=[O:19])[CH:15]=[CH:14][C:12]=2[N:13]=1.[N:22]([C:25]12[CH2:34][CH:29]3[CH2:30][CH:31]([CH2:33][CH:27]([CH2:28]3)[CH2:26]1)[CH2:32]2)=[C:23]=S.CCN=C=NCCCN(C)C, predict the reaction product. (3) Given the reactants C(O[C:4]1[CH:9]=[CH:8][N:7]=[C:6]([N:10]2[CH2:14][CH2:13][CH2:12][CH2:11]2)[N:5]=1)C.O=P(Cl)(Cl)[Cl:17], predict the reaction product. The product is: [Cl:17][C:4]1[CH:9]=[CH:8][N:7]=[C:6]([N:10]2[CH2:14][CH2:13][CH2:12][CH2:11]2)[N:5]=1. (4) Given the reactants [CH2:1]([OH:5])[C@H:2]([OH:4])[CH3:3].N1C=CN=C1.[C:11]([Si:15](Cl)([C:22]1[CH:27]=[CH:26][CH:25]=[CH:24][CH:23]=1)[C:16]1[CH:21]=[CH:20][CH:19]=[CH:18][CH:17]=1)([CH3:14])([CH3:13])[CH3:12], predict the reaction product. The product is: [Si:15]([O:5][CH2:1][C@H:2]([OH:4])[CH3:3])([C:11]([CH3:14])([CH3:13])[CH3:12])([C:22]1[CH:23]=[CH:24][CH:25]=[CH:26][CH:27]=1)[C:16]1[CH:21]=[CH:20][CH:19]=[CH:18][CH:17]=1. (5) The product is: [CH2:1]([O:2][C:3](=[O:12])[C:4]1[CH:9]=[CH:8][C:7]([C:10]2[O:11][CH:24]=[N:23][CH:22]=2)=[CH:6][CH:5]=1)[CH3:26]. Given the reactants [CH3:1][O:2][C:3](=[O:12])[C:4]1[CH:9]=[CH:8][C:7]([CH:10]=[O:11])=[CH:6][CH:5]=1.C1(C)C(S([CH2:22][N+:23]#[C-:24])(=O)=O)=CC=CC=1.[C:26]([O-])([O-])=O.[K+].[K+], predict the reaction product. (6) Given the reactants Cl[CH2:2][C@H:3]([OH:27])[CH2:4][N:5]1[CH:9]=[C:8]([C:10]2[S:11][CH:12]=[CH:13][CH:14]=2)[N:7]=[C:6]1[CH2:15][CH2:16][C:17]1[N:26]=[C:20]2[CH:21]=[CH:22][CH:23]=[C:24]([CH3:25])[N:19]2[N:18]=1.[CH3:28][NH:29][CH3:30].CO, predict the reaction product. The product is: [CH3:28][N:29]([CH3:30])[CH2:2][C@H:3]([OH:27])[CH2:4][N:5]1[CH:9]=[C:8]([C:10]2[S:11][CH:12]=[CH:13][CH:14]=2)[N:7]=[C:6]1[CH2:15][CH2:16][C:17]1[N:26]=[C:20]2[CH:21]=[CH:22][CH:23]=[C:24]([CH3:25])[N:19]2[N:18]=1. (7) Given the reactants [O:1]([C:8]1[CH:13]=[CH:12][CH:11]=[CH:10][C:9]=1[NH2:14])[C:2]1[CH:7]=[CH:6][CH:5]=[CH:4][CH:3]=1.[CH2:15]1[O:25][C:24]2[C:17](=[C:18]([CH:21]=[CH:22][CH:23]=2)[CH:19]=O)[O:16]1.CO.[BH4-].[Na+], predict the reaction product. The product is: [O:25]1[C:24]2[CH:23]=[CH:22][CH:21]=[C:18]([CH2:19][NH:14][C:9]3[CH:10]=[CH:11][CH:12]=[CH:13][C:8]=3[O:1][C:2]3[CH:3]=[CH:4][CH:5]=[CH:6][CH:7]=3)[C:17]=2[O:16][CH2:15]1. (8) Given the reactants [Cl:1][CH2:2][C:3](Cl)=[O:4].[C:6]([C:10]1[CH:14]=[C:13]([NH2:15])[O:12][N:11]=1)([CH3:9])([CH3:8])[CH3:7].N1C=CC=CC=1, predict the reaction product. The product is: [C:6]([C:10]1[CH:14]=[C:13]([NH:15][C:3](=[O:4])[CH2:2][Cl:1])[O:12][N:11]=1)([CH3:9])([CH3:8])[CH3:7].